This data is from Full USPTO retrosynthesis dataset with 1.9M reactions from patents (1976-2016). The task is: Predict the reactants needed to synthesize the given product. (1) Given the product [CH3:12][O:11][C:4]1[CH:3]=[C:2]([N:18]2[CH2:19][CH2:20][CH:15]([N:14]([CH3:21])[CH3:13])[CH2:16][CH2:17]2)[CH:7]=[CH:6][C:5]=1[N+:8]([O-:10])=[O:9], predict the reactants needed to synthesize it. The reactants are: F[C:2]1[CH:7]=[CH:6][C:5]([N+:8]([O-:10])=[O:9])=[C:4]([O:11][CH3:12])[CH:3]=1.[CH3:13][N:14]([CH3:21])[CH:15]1[CH2:20][CH2:19][NH:18][CH2:17][CH2:16]1.C(N(C(C)C)C(C)C)C. (2) Given the product [Br:1][C:2]1[CH:3]=[C:4]([C@H:8]([NH:11][C:12](=[O:13])[O:14][C:15]([CH3:18])([CH3:17])[CH3:16])[CH2:9][F:10])[CH:5]=[CH:6][CH:7]=1, predict the reactants needed to synthesize it. The reactants are: [Br:1][C:2]1[CH:3]=[C:4]([C@H:8]([NH2:11])[CH2:9][F:10])[CH:5]=[CH:6][CH:7]=1.[C:12](O[C:12]([O:14][C:15]([CH3:18])([CH3:17])[CH3:16])=[O:13])([O:14][C:15]([CH3:18])([CH3:17])[CH3:16])=[O:13].C(N(CC)CC)C. (3) Given the product [Cl:1][C:2]1[CH:3]=[C:4]([CH3:26])[C:5]([O:6][C:7]2[N:15]=[C:14]([CH3:16])[CH:13]=[C:12]([NH:17][CH:18]([CH:21]=[O:22])[CH2:19][CH3:20])[C:8]=2[C:9]([NH2:11])=[O:10])=[C:23]([CH3:25])[CH:24]=1, predict the reactants needed to synthesize it. The reactants are: [Cl:1][C:2]1[CH:24]=[C:23]([CH3:25])[C:5]([O:6][C:7]2[N:15]=[C:14]([CH3:16])[CH:13]=[C:12]([NH:17][CH:18]([CH2:21][OH:22])[CH2:19][CH3:20])[C:8]=2[C:9]([NH2:11])=[O:10])=[C:4]([CH3:26])[CH:3]=1.CC(OI1(OC(C)=O)(OC(C)=O)OC(=O)C2C=CC=CC1=2)=O.